This data is from Forward reaction prediction with 1.9M reactions from USPTO patents (1976-2016). The task is: Predict the product of the given reaction. (1) Given the reactants C([Cl:4])(=O)C.C(OC(=O)[NH:11][CH:12]1[CH2:17][CH2:16][CH2:15][CH:14]([N:18]2[CH:22]=[CH:21][N:20]=[CH:19]2)[CH2:13]1)(C)(C)C, predict the reaction product. The product is: [ClH:4].[ClH:4].[N:18]1([CH:14]2[CH2:15][CH2:16][CH2:17][CH:12]([NH2:11])[CH2:13]2)[CH:22]=[CH:21][N:20]=[CH:19]1. (2) Given the reactants [NH2:1][C:2]1[CH:7]=[CH:6][CH:5]=[CH:4][C:3]=1[OH:8].C(OCC)(=O)C.[N:15]#[C:16]Br.[OH-], predict the reaction product. The product is: [NH2:15][C:16]1[O:8][C:3]2[CH:4]=[CH:5][CH:6]=[CH:7][C:2]=2[N:1]=1. (3) Given the reactants Cl.[CH3:2][O:3][C:4]1[CH:5]=[C:6]([CH:11]=[CH:12][C:13]=1[C:14]1[O:18][C:17]([CH3:19])=[N:16][CH:15]=1)[C:7]([NH:9][NH2:10])=[O:8].[Cl:20][CH2:21][CH2:22][CH2:23][CH:24]([C:28]1[CH:33]=[CH:32][C:31]([F:34])=[C:30]([F:35])[CH:29]=1)[C:25](O)=O.C(N(CC)CC)C.CCOC(OC(OCC)=O)=O.C(Cl)(Cl)(Cl)Cl.C1(P(C2C=CC=CC=2)C2C=CC=CC=2)C=CC=CC=1, predict the reaction product. The product is: [Cl:20][CH2:21][CH2:22][CH2:23][CH:24]([C:25]1[O:8][C:7]([C:6]2[CH:11]=[CH:12][C:13]([C:14]3[O:18][C:17]([CH3:19])=[N:16][CH:15]=3)=[C:4]([O:3][CH3:2])[CH:5]=2)=[N:9][N:10]=1)[C:28]1[CH:33]=[CH:32][C:31]([F:34])=[C:30]([F:35])[CH:29]=1. (4) Given the reactants [CH2:1]([C:8]1([N:16]([CH3:18])[CH3:17])[CH2:13][CH2:12][CH:11]([NH:14][CH3:15])[CH2:10][CH2:9]1)[C:2]1[CH:7]=[CH:6][CH:5]=[CH:4][CH:3]=1.C(N(CC)CC)C.[C:26]([Cl:34])(=[O:33])[C:27]1[CH:32]=[CH:31][CH:30]=[CH:29][CH:28]=1.[OH-].[K+], predict the reaction product. The product is: [CH2:1]([C:8]1([N:16]([CH3:18])[CH3:17])[CH2:13][CH2:12][CH:11]([N:14]([CH3:15])[C:26](=[O:33])[C:27]2[CH:32]=[CH:31][CH:30]=[CH:29][CH:28]=2)[CH2:10][CH2:9]1)[C:2]1[CH:7]=[CH:6][CH:5]=[CH:4][CH:3]=1.[ClH:34].[CH2:1]([C:8]1([N:16]([CH3:18])[CH3:17])[CH2:13][CH2:12][CH:11]([N:14]([CH3:15])[C:26](=[O:33])[C:27]2[CH:32]=[CH:31][CH:30]=[CH:29][CH:28]=2)[CH2:10][CH2:9]1)[C:2]1[CH:7]=[CH:6][CH:5]=[CH:4][CH:3]=1.